Dataset: Peptide-MHC class I binding affinity with 185,985 pairs from IEDB/IMGT. Task: Regression. Given a peptide amino acid sequence and an MHC pseudo amino acid sequence, predict their binding affinity value. This is MHC class I binding data. The peptide sequence is YMYDFKDL. The MHC is HLA-A02:03 with pseudo-sequence HLA-A02:03. The binding affinity (normalized) is 0.667.